This data is from Catalyst prediction with 721,799 reactions and 888 catalyst types from USPTO. The task is: Predict which catalyst facilitates the given reaction. (1) Reactant: OCC(N[NH:6][C:7]1[C:16]2[C:11](=[C:12]([CH2:17][O:18][CH3:19])[CH:13]=[CH:14][CH:15]=2)[N:10]=[C:9]([NH:20]C(=O)C)[N:8]=1)=O.[OH-:24].[Na+].Cl.C[Si](C)(C)[N:29]=[C:30](O[Si](C)(C)C)[CH3:31]. Product: [NH2:20][C:9]1[N:8]2[N:29]=[C:30]([CH2:31][OH:24])[N:6]=[C:7]2[C:16]2[CH:15]=[CH:14][CH:13]=[C:12]([CH2:17][O:18][CH3:19])[C:11]=2[N:10]=1. The catalyst class is: 5. (2) Reactant: C(OC([N:8]1[CH2:13][CH2:12][N:11]([S:14]([C:17]2[CH:26]=[CH:25][C:24]3[C:19](=[CH:20][CH:21]=[C:22]([Cl:27])[CH:23]=3)[CH:18]=2)(=[O:16])=[O:15])[CH2:10][CH:9]1[CH2:28][CH2:29][C:30]#[N:31])=O)(C)(C)C.[Cl-].[NH4+].[N-:34]=[N+:35]=[N-:36].[Na+].FC(F)(F)C(O)=O. Product: [Cl:27][C:22]1[CH:23]=[C:24]2[C:19](=[CH:20][CH:21]=1)[CH:18]=[C:17]([S:14]([N:11]1[CH2:12][CH2:13][NH:8][CH:9]([CH2:28][CH2:29][C:30]3[NH:36][N:35]=[N:34][N:31]=3)[CH2:10]1)(=[O:15])=[O:16])[CH:26]=[CH:25]2. The catalyst class is: 454.